Dataset: Forward reaction prediction with 1.9M reactions from USPTO patents (1976-2016). Task: Predict the product of the given reaction. (1) Given the reactants [NH2:1][C:2]1[CH:7]=[C:6]([O:8][C:9]2[CH:14]=[CH:13][C:12]([N+:15]([O-:17])=[O:16])=[CH:11][CH:10]=2)[N:5]=[CH:4][N:3]=1.CCN(C(C)C)C(C)C.[CH3:27][O:28][CH2:29][C:30](Cl)=[O:31], predict the reaction product. The product is: [CH3:27][O:28][CH2:29][C:30]([NH:1][C:2]1[CH:7]=[C:6]([O:8][C:9]2[CH:10]=[CH:11][C:12]([N+:15]([O-:17])=[O:16])=[CH:13][CH:14]=2)[N:5]=[CH:4][N:3]=1)=[O:31]. (2) Given the reactants [Br:1][C:2]1[CH:3]=[C:4]([C:11](=O)[CH3:12])[CH:5]=[C:6]([N+:8]([O-:10])=[O:9])[CH:7]=1.[C:14]([S@:18]([NH2:20])=[O:19])([CH3:17])([CH3:16])[CH3:15], predict the reaction product. The product is: [Br:1][C:2]1[CH:3]=[C:4](/[C:11](=[N:20]/[S:18]([C:14]([CH3:17])([CH3:16])[CH3:15])=[O:19])/[CH3:12])[CH:5]=[C:6]([N+:8]([O-:10])=[O:9])[CH:7]=1. (3) Given the reactants [Cl:1][C:2]1[N:7]=[C:6](Cl)[C:5]([N+:9]([O-:11])=[O:10])=[CH:4][N:3]=1.[NH2:12][C:13]1[CH:14]=[C:15]2[C:20](=[CH:21][CH:22]=1)[N:19]=[C:18]([CH3:23])[CH:17]=[CH:16]2, predict the reaction product. The product is: [ClH:1].[Cl:1][C:2]1[N:7]=[C:6]([NH:12][C:13]2[CH:14]=[C:15]3[C:20](=[CH:21][CH:22]=2)[N:19]=[C:18]([CH3:23])[CH:17]=[CH:16]3)[C:5]([N+:9]([O-:11])=[O:10])=[CH:4][N:3]=1. (4) Given the reactants CS(O[CH2:6][C@@H:7]1[C@H:10]([NH:11][C:12]([O:14][CH2:15][C:16]2[CH:21]=[CH:20][CH:19]=[CH:18][CH:17]=2)=[O:13])[C:9](=[O:22])[N:8]1[CH2:23][C:24]1[CH:29]=[CH:28][C:27]([O:30][CH3:31])=[CH:26][C:25]=1[O:32][CH3:33])(=O)=O.[NH:34]1[CH:39]=[CH:38][CH:37]=[CH:36][C:35]1=[O:40].C([O-])([O-])=O.[K+].[K+].[Na+].[I-], predict the reaction product. The product is: [CH3:33][O:32][C:25]1[CH:26]=[C:27]([O:30][CH3:31])[CH:28]=[CH:29][C:24]=1[CH2:23][N:8]1[C@H:7]([CH2:6][N:34]2[CH:39]=[CH:38][CH:37]=[CH:36][C:35]2=[O:40])[C@H:10]([NH:11][C:12](=[O:13])[O:14][CH2:15][C:16]2[CH:21]=[CH:20][CH:19]=[CH:18][CH:17]=2)[C:9]1=[O:22]. (5) The product is: [C:1]([O:5][C:6]([N:8]([CH2:19][CH2:20][C:21]1[CH:26]=[CH:25][C:24]([S:27]([C:30]2[CH:31]=[C:32]([CH:38]=[CH:39][CH:40]=2)[C:33]([OH:35])=[O:34])(=[O:28])=[O:29])=[CH:23][CH:22]=1)[CH2:9][C@@H:10]([C:12]1[CH:17]=[CH:16][CH:15]=[C:14]([Cl:18])[CH:13]=1)[OH:11])=[O:7])([CH3:4])([CH3:2])[CH3:3]. Given the reactants [C:1]([O:5][C:6]([N:8]([CH2:19][CH2:20][C:21]1[CH:26]=[CH:25][C:24]([S:27]([C:30]2[CH:31]=[C:32]([CH:38]=[CH:39][CH:40]=2)[C:33]([O:35]CC)=[O:34])(=[O:29])=[O:28])=[CH:23][CH:22]=1)[CH2:9][C@@H:10]([C:12]1[CH:17]=[CH:16][CH:15]=[C:14]([Cl:18])[CH:13]=1)[OH:11])=[O:7])([CH3:4])([CH3:3])[CH3:2].[OH-].[Na+].C(O)(=O)CC(CC(O)=O)(C(O)=O)O, predict the reaction product. (6) Given the reactants [NH2:1][CH2:2][C:3]1[C:4]([F:15])=[C:5]([C:11]([Cl:14])=[CH:12][CH:13]=1)[C:6]([O:8][CH2:9][CH3:10])=[O:7].[C:16](Cl)(=[O:21])[C:17]([CH3:20])([CH3:19])[CH3:18], predict the reaction product. The product is: [Cl:14][C:11]1[C:5]([C:6]([O:8][CH2:9][CH3:10])=[O:7])=[C:4]([F:15])[C:3]([CH2:2][NH:1][C:16](=[O:21])[C:17]([CH3:20])([CH3:19])[CH3:18])=[CH:13][CH:12]=1.